Dataset: Forward reaction prediction with 1.9M reactions from USPTO patents (1976-2016). Task: Predict the product of the given reaction. (1) Given the reactants [OH:1][C:2]1[CH:10]=[CH:9][C:8]([CH3:11])=[CH:7][C:3]=1[C:4]([OH:6])=[O:5].[Br:12]Br, predict the reaction product. The product is: [Br:12][C:10]1[C:2]([OH:1])=[C:3]([CH:7]=[C:8]([CH3:11])[CH:9]=1)[C:4]([OH:6])=[O:5]. (2) Given the reactants [F:1][C:2]([F:47])([F:46])[C:3]1[CH:4]=[C:5]([C:16]2[O:20][N:19]=[C:18]([C:21]3[CH:29]=[CH:28][CH:27]=[C:26]4[C:22]=3[CH:23]=[CH:24][N:25]4[CH2:30][C:31]([N:33]3[CH2:38][CH2:37][N:36](C(OC(C)(C)C)=O)[CH2:35][CH2:34]3)=[O:32])[N:17]=2)[CH:6]=[CH:7][C:8]=1[O:9][C@@H:10]([CH3:15])[C:11]([F:14])([F:13])[F:12].[ClH:48].O1CCOCC1, predict the reaction product. The product is: [ClH:48].[O:32]=[C:31]([N:33]1[CH2:34][CH2:35][NH:36][CH2:37][CH2:38]1)[CH2:30][N:25]1[C:26]2[C:22](=[C:21]([C:18]3[N:17]=[C:16]([C:5]4[CH:6]=[CH:7][C:8]([O:9][C@@H:10]([CH3:15])[C:11]([F:12])([F:13])[F:14])=[C:3]([C:2]([F:47])([F:46])[F:1])[CH:4]=4)[O:20][N:19]=3)[CH:29]=[CH:28][CH:27]=2)[CH:23]=[CH:24]1.